Dataset: Full USPTO retrosynthesis dataset with 1.9M reactions from patents (1976-2016). Task: Predict the reactants needed to synthesize the given product. The reactants are: [CH2:1]([O:8][C:9](=[O:34])[NH:10][CH2:11][CH:12]1[CH2:17][CH2:16][CH:15]([C:18](=[O:33])[NH:19][CH2:20][C:21](=[O:32])[C:22]2[CH:27]=[CH:26][CH:25]=[C:24]([C:28]([F:31])([F:30])[F:29])[CH:23]=2)[CH2:14][CH2:13]1)[C:2]1[CH:7]=[CH:6][CH:5]=[CH:4][CH:3]=1.[H-].[Na+].[CH3:37]I. Given the product [CH2:1]([O:8][C:9](=[O:34])[NH:10][CH2:11][CH:12]1[CH2:17][CH2:16][CH:15]([C:18](=[O:33])[NH:19][CH:20]([CH3:37])[C:21](=[O:32])[C:22]2[CH:27]=[CH:26][CH:25]=[C:24]([C:28]([F:29])([F:30])[F:31])[CH:23]=2)[CH2:14][CH2:13]1)[C:2]1[CH:3]=[CH:4][CH:5]=[CH:6][CH:7]=1, predict the reactants needed to synthesize it.